Dataset: M1 muscarinic receptor antagonist screen with 61,756 compounds. Task: Binary Classification. Given a drug SMILES string, predict its activity (active/inactive) in a high-throughput screening assay against a specified biological target. (1) The drug is O=c1[nH]c(=O)n(c2nc(n(CCCCC)c12)CN1CCN(CC1)Cc1ccccc1)C. The result is 0 (inactive). (2) The molecule is S(CCNC(=O)Nc1ccccc1)Cc1occc1. The result is 0 (inactive). (3) The drug is S(=O)(=O)(N1CCCCC1)c1ccc(cc1)c1n(c2c(OC)cccc2)c(SCC(=O)N)nn1. The result is 0 (inactive). (4) The drug is o1c2c(cc(c1=O)C(OCC)=O)ccc(OCC(OCC)=O)c2. The result is 0 (inactive).